This data is from Experimentally validated miRNA-target interactions with 360,000+ pairs, plus equal number of negative samples. The task is: Binary Classification. Given a miRNA mature sequence and a target amino acid sequence, predict their likelihood of interaction. The miRNA is hsa-miR-4755-5p with sequence UUUCCCUUCAGAGCCUGGCUUU. The protein sequence of the target gene is MVCLKLPGGSYMAKLTVTLMVLSSPLALAGDTRPRFLQQDKYECHFFNGTERVRFLHRDIYNQEEDLRFDSDVGEYRAVTELGRPDAEYWNSQKDFLEDRRAAVDTYCRHNYGVGESFTVQRRVEPKVTVYPARTQTLQHHNLLVCSVNGFYPGSIEVRWFRNSQEEKAGVVSTGLIQNGDWTFQTLVMLETVPRSGEVYTCQVEHPSVTSPLTVEWRAQSESAQSKMLSGVGGFVLGLLFLGAGLFIYFKNQKGHSGLHPTGLVS. Result: 1 (interaction).